This data is from NCI-60 drug combinations with 297,098 pairs across 59 cell lines. The task is: Regression. Given two drug SMILES strings and cell line genomic features, predict the synergy score measuring deviation from expected non-interaction effect. (1) Drug 1: C1=CC(=C2C(=C1NCCNCCO)C(=O)C3=C(C=CC(=C3C2=O)O)O)NCCNCCO. Drug 2: C1=CN(C(=O)N=C1N)C2C(C(C(O2)CO)O)O.Cl. Cell line: OVCAR-4. Synergy scores: CSS=22.3, Synergy_ZIP=-6.62, Synergy_Bliss=1.10, Synergy_Loewe=-3.11, Synergy_HSA=1.78. (2) Drug 1: CCC(=C(C1=CC=CC=C1)C2=CC=C(C=C2)OCCN(C)C)C3=CC=CC=C3.C(C(=O)O)C(CC(=O)O)(C(=O)O)O. Drug 2: C1CN(P(=O)(OC1)NCCCl)CCCl. Cell line: NCI-H226. Synergy scores: CSS=-1.67, Synergy_ZIP=0.573, Synergy_Bliss=0.713, Synergy_Loewe=0.0437, Synergy_HSA=-0.300. (3) Drug 1: C1=CN(C=N1)CC(O)(P(=O)(O)O)P(=O)(O)O. Drug 2: COC1=C2C(=CC3=C1OC=C3)C=CC(=O)O2. Cell line: HT29. Synergy scores: CSS=4.18, Synergy_ZIP=-1.41, Synergy_Bliss=-1.36, Synergy_Loewe=0.859, Synergy_HSA=-2.95. (4) Drug 1: CN(C)C1=NC(=NC(=N1)N(C)C)N(C)C. Drug 2: COCCOC1=C(C=C2C(=C1)C(=NC=N2)NC3=CC=CC(=C3)C#C)OCCOC.Cl. Cell line: NCI/ADR-RES. Synergy scores: CSS=0.882, Synergy_ZIP=-0.391, Synergy_Bliss=2.70, Synergy_Loewe=0.110, Synergy_HSA=1.16. (5) Drug 1: CS(=O)(=O)CCNCC1=CC=C(O1)C2=CC3=C(C=C2)N=CN=C3NC4=CC(=C(C=C4)OCC5=CC(=CC=C5)F)Cl. Drug 2: C1CC(=O)NC(=O)C1N2C(=O)C3=CC=CC=C3C2=O. Cell line: NCI/ADR-RES. Synergy scores: CSS=-0.0350, Synergy_ZIP=0.732, Synergy_Bliss=-0.559, Synergy_Loewe=-3.02, Synergy_HSA=-3.56. (6) Drug 1: C1CNP(=O)(OC1)N(CCCl)CCCl. Drug 2: C(CCl)NC(=O)N(CCCl)N=O. Cell line: SW-620. Synergy scores: CSS=-6.01, Synergy_ZIP=-2.10, Synergy_Bliss=-8.35, Synergy_Loewe=-17.7, Synergy_HSA=-11.2. (7) Drug 1: C1CCN(CC1)CCOC2=CC=C(C=C2)C(=O)C3=C(SC4=C3C=CC(=C4)O)C5=CC=C(C=C5)O. Drug 2: CCCCC(=O)OCC(=O)C1(CC(C2=C(C1)C(=C3C(=C2O)C(=O)C4=C(C3=O)C=CC=C4OC)O)OC5CC(C(C(O5)C)O)NC(=O)C(F)(F)F)O. Cell line: UACC62. Synergy scores: CSS=0.411, Synergy_ZIP=-0.645, Synergy_Bliss=-1.25, Synergy_Loewe=-2.74, Synergy_HSA=-1.70. (8) Drug 1: C1=CN(C(=O)N=C1N)C2C(C(C(O2)CO)O)O.Cl. Drug 2: C(CC(=O)O)C(=O)CN.Cl. Cell line: PC-3. Synergy scores: CSS=15.6, Synergy_ZIP=-4.52, Synergy_Bliss=0.335, Synergy_Loewe=0.992, Synergy_HSA=2.66. (9) Drug 1: C1=CC(=CC=C1CCCC(=O)O)N(CCCl)CCCl. Drug 2: CN(C(=O)NC(C=O)C(C(C(CO)O)O)O)N=O. Cell line: SK-MEL-28. Synergy scores: CSS=6.73, Synergy_ZIP=-5.92, Synergy_Bliss=-5.62, Synergy_Loewe=-7.68, Synergy_HSA=-4.01.